From a dataset of Catalyst prediction with 721,799 reactions and 888 catalyst types from USPTO. Predict which catalyst facilitates the given reaction. (1) Reactant: C(OC([N:8]1[CH2:13][CH:12]2[CH:10]([CH:11]2[CH2:14][N:15]([C:28]([C:30]2[N:31]=[CH:32][N:33]([CH3:35])[CH:34]=2)=[O:29])[CH2:16][C:17]2[CH:22]=[CH:21][CH:20]=[C:19]([O:23][C:24]([F:27])([F:26])[F:25])[CH:18]=2)[CH2:9]1)=O)(C)(C)C.[ClH:36]. Product: [ClH:36].[CH:10]12[CH:11]([CH2:14][N:15]([CH2:16][C:17]3[CH:22]=[CH:21][CH:20]=[C:19]([O:23][C:24]([F:26])([F:27])[F:25])[CH:18]=3)[C:28]([C:30]3[N:31]=[CH:32][N:33]([CH3:35])[CH:34]=3)=[O:29])[CH:12]1[CH2:13][NH:8][CH2:9]2. The catalyst class is: 25. (2) Reactant: [N:1]1[N:5]2[CH:6]=[CH:7][C:8]([OH:10])=[CH:9][C:4]2=[CH:3][CH:2]=1.[F:11][C:12]([F:25])([F:24])[S:13](O[S:13]([C:12]([F:25])([F:24])[F:11])(=[O:15])=[O:14])(=[O:15])=[O:14]. Product: [N:1]1[N:5]2[CH:6]=[CH:7][C:8]([O:10][S:13]([C:12]([F:25])([F:24])[F:11])(=[O:15])=[O:14])=[CH:9][C:4]2=[CH:3][CH:2]=1. The catalyst class is: 17.